This data is from Forward reaction prediction with 1.9M reactions from USPTO patents (1976-2016). The task is: Predict the product of the given reaction. Given the reactants [C:1]([C:3]1[C:12](OS(C(F)(F)F)(=O)=O)=[C:11]2[C:6]([CH:7]=[CH:8][C:9]([C:21]([O:23][CH3:24])=[O:22])=[CH:10]2)=[CH:5][CH:4]=1)#[N:2].[B:25]1([B:25]2[O:29][C:28]([CH3:31])([CH3:30])[C:27]([CH3:33])([CH3:32])[O:26]2)[O:29][C:28]([CH3:31])([CH3:30])[C:27]([CH3:33])([CH3:32])[O:26]1.C1(P(C2C=CC=CC=2)C2C=CC=CC=2)C=CC=CC=1.C([O-])(=O)C.[K+], predict the reaction product. The product is: [C:1]([C:3]1[C:12]([B:25]2[O:29][C:28]([CH3:31])([CH3:30])[C:27]([CH3:33])([CH3:32])[O:26]2)=[C:11]2[C:6]([CH:7]=[CH:8][C:9]([C:21]([O:23][CH3:24])=[O:22])=[CH:10]2)=[CH:5][CH:4]=1)#[N:2].